This data is from Buchwald-Hartwig C-N cross coupling reaction yields with 55,370 reactions. The task is: Predict the reaction yield, written as a fraction of the theoretical maximum amount of product (1.0 means a 100% yield; for example, 0.34 means a 34% yield). (1) The reactants are CCc1ccc(Br)cc1.Cc1ccc(N)cc1.O=S(=O)(O[Pd]1c2ccccc2-c2ccccc2N~1)C(F)(F)F.COc1ccc(OC)c(P(C(C)(C)C)C(C)(C)C)c1-c1c(C(C)C)cc(C(C)C)cc1C(C)C.CCN=P(N=P(N(C)C)(N(C)C)N(C)C)(N(C)C)N(C)C.Cc1ccon1. No catalyst specified. The product is CCc1ccc(Nc2ccc(C)cc2)cc1. The yield is 0.683. (2) The reactants are COc1ccc(I)cc1.Cc1ccc(N)cc1.O=S(=O)(O[Pd]1c2ccccc2-c2ccccc2N~1)C(F)(F)F.CC(C)c1cc(C(C)C)c(-c2ccccc2P(C2CCCCC2)C2CCCCC2)c(C(C)C)c1.CCN=P(N=P(N(C)C)(N(C)C)N(C)C)(N(C)C)N(C)C.c1ccc2oncc2c1. No catalyst specified. The product is COc1ccc(Nc2ccc(C)cc2)cc1. The yield is 0.118. (3) The reactants are Ic1cccnc1.Cc1ccc(N)cc1.O=S(=O)(O[Pd]1c2ccccc2-c2ccccc2N~1)C(F)(F)F.CC(C)c1cc(C(C)C)c(-c2ccccc2P(C2CCCCC2)C2CCCCC2)c(C(C)C)c1.CCN=P(N=P(N(C)C)(N(C)C)N(C)C)(N(C)C)N(C)C.Cc1ccno1. No catalyst specified. The product is Cc1ccc(Nc2cccnc2)cc1. The yield is 0.149. (4) The reactants are Ic1cccnc1.Cc1ccc(N)cc1.O=S(=O)(O[Pd]1c2ccccc2-c2ccccc2N~1)C(F)(F)F.COc1ccc(OC)c(P([C@]23C[C@H]4C[C@H](C[C@H](C4)C2)C3)[C@]23C[C@H]4C[C@H](C[C@H](C4)C2)C3)c1-c1c(C(C)C)cc(C(C)C)cc1C(C)C.CN(C)C(=NC(C)(C)C)N(C)C.CCOC(=O)c1cnoc1. No catalyst specified. The product is Cc1ccc(Nc2cccnc2)cc1. The yield is 0.0141. (5) The reactants are CCc1ccc(Br)cc1.Cc1ccc(N)cc1.O=S(=O)(O[Pd]1c2ccccc2-c2ccccc2N~1)C(F)(F)F.COc1ccc(OC)c(P([C@]23C[C@H]4C[C@H](C[C@H](C4)C2)C3)[C@]23C[C@H]4C[C@H](C[C@H](C4)C2)C3)c1-c1c(C(C)C)cc(C(C)C)cc1C(C)C.CCN=P(N=P(N(C)C)(N(C)C)N(C)C)(N(C)C)N(C)C.Cc1ccno1. No catalyst specified. The product is CCc1ccc(Nc2ccc(C)cc2)cc1. The yield is 0.123. (6) The reactants are CCc1ccc(Br)cc1.Cc1ccc(N)cc1.O=S(=O)(O[Pd]1c2ccccc2-c2ccccc2N~1)C(F)(F)F.COc1ccc(OC)c(P([C@]23C[C@H]4C[C@H](C[C@H](C4)C2)C3)[C@]23C[C@H]4C[C@H](C[C@H](C4)C2)C3)c1-c1c(C(C)C)cc(C(C)C)cc1C(C)C.CN(C)C(=NC(C)(C)C)N(C)C.Cc1ccno1. No catalyst specified. The product is CCc1ccc(Nc2ccc(C)cc2)cc1. The yield is 0.342.